Dataset: TCR-epitope binding with 47,182 pairs between 192 epitopes and 23,139 TCRs. Task: Binary Classification. Given a T-cell receptor sequence (or CDR3 region) and an epitope sequence, predict whether binding occurs between them. (1) The epitope is YLQPRTFLL. The TCR CDR3 sequence is CASNELNTGELFF. Result: 1 (the TCR binds to the epitope). (2) The epitope is PKYVKQNTLKLAT. The TCR CDR3 sequence is CANSQPGGIEQFF. Result: 0 (the TCR does not bind to the epitope). (3) The epitope is QYDPVAALF. The TCR CDR3 sequence is CASSSLRVETQYF. Result: 0 (the TCR does not bind to the epitope). (4) The epitope is FLASKIGRLV. The TCR CDR3 sequence is CASSFQSGQNFYGYTF. Result: 1 (the TCR binds to the epitope). (5) The epitope is RAKFKQLL. The TCR CDR3 sequence is CATSDPQPDSEQYF. Result: 0 (the TCR does not bind to the epitope).